From a dataset of Reaction yield outcomes from USPTO patents with 853,638 reactions. Predict the reaction yield, written as a fraction of the theoretical maximum amount of product (1.0 means a 100% yield; for example, 0.34 means a 34% yield). (1) The reactants are [C:1](O[BH-](OC(=O)C)OC(=O)C)(=O)[CH3:2].[Na+].[CH2:15]([O:22][C:23](=[O:45])[C:24]([NH:37][C:38]([O:40][C:41]([CH3:44])([CH3:43])[CH3:42])=[O:39])([NH:29][C:30]([O:32][C:33]([CH3:36])([CH3:35])[CH3:34])=[O:31])[CH2:25]CC=O)[C:16]1[CH:21]=[CH:20][CH:19]=[CH:18][CH:17]=1.Cl.[CH2:47]([O:49][C:50](=[O:54])[C@H:51]([CH3:53])[NH2:52])[CH3:48].[Cl-].[NH4+]. The catalyst is ClCCl. The product is [CH2:15]([O:22][C:23](=[O:45])[C:24]([NH:29][C:30]([O:32][C:33]([CH3:36])([CH3:34])[CH3:35])=[O:31])([NH:37][C:38]([O:40][C:41]([CH3:42])([CH3:43])[CH3:44])=[O:39])[CH2:25][CH2:1][CH2:2][NH:52][CH:51]([C:50]([O:49][CH2:47][CH3:48])=[O:54])[CH3:53])[C:16]1[CH:21]=[CH:20][CH:19]=[CH:18][CH:17]=1. The yield is 0.410. (2) The reactants are [F:1][C:2]1([F:30])[CH2:7][CH2:6][CH:5]([CH2:8][C:9]2[N:13]3[C:14]([CH3:25])=[CH:15][C:16]([C:18](N(CC)CC)=[O:19])=[CH:17][C:12]3=[N:11][C:10]=2[C:26](=[O:29])[CH2:27][CH3:28])[CH2:4][CH2:3]1.[OH-].[K+].C([O:35]CC)C. The catalyst is C(O)C(C)C. The product is [F:30][C:2]1([F:1])[CH2:7][CH2:6][CH:5]([CH2:8][C:9]2[N:13]3[C:14]([CH3:25])=[CH:15][C:16]([C:18]([OH:19])=[O:35])=[CH:17][C:12]3=[N:11][C:10]=2[C:26](=[O:29])[CH2:27][CH3:28])[CH2:4][CH2:3]1. The yield is 0.350. (3) The reactants are [CH3:1][O:2][C:3]1[CH:55]=[CH:54][C:6]([C:7]([NH:20][C:21]2[N:29]=[CH:28][N:27]=[C:26]3[C:22]=2[N:23]=[CH:24][N:25]3[C@H:30]2[O:43][C@@H:42]([CH2:44][O:45]C(=O)C3C=CC=CC=3)[C@@H:32]([O:33]C(=O)C3C=CC=CC=3)[CH2:31]2)([C:14]2[CH:19]=[CH:18][CH:17]=[CH:16][CH:15]=2)[C:8]2[CH:13]=[CH:12][CH:11]=[CH:10][CH:9]=2)=[CH:5][CH:4]=1. The catalyst is N. The product is [CH3:1][O:2][C:3]1[CH:4]=[CH:5][C:6]([C:7]([NH:20][C:21]2[N:29]=[CH:28][N:27]=[C:26]3[C:22]=2[N:23]=[CH:24][N:25]3[C@H:30]2[O:43][C@@H:42]([CH2:44][OH:45])[C@@H:32]([OH:33])[CH2:31]2)([C:14]2[CH:15]=[CH:16][CH:17]=[CH:18][CH:19]=2)[C:8]2[CH:9]=[CH:10][CH:11]=[CH:12][CH:13]=2)=[CH:54][CH:55]=1. The yield is 0.980. (4) The reactants are [F:1][C:2]1[CH:10]=[CH:9][C:8]([Cl:11])=[CH:7][C:3]=1[C:4]([NH2:6])=[NH:5].C([O:14][C:15]([CH:17]1[C:21](=O)[CH2:20][CH2:19][CH:18]1[CH3:23])=O)C. The catalyst is CCO. The product is [Cl:11][C:8]1[CH:9]=[CH:10][C:2]([F:1])=[C:3]([C:4]2[N:6]=[C:15]([OH:14])[C:17]3[CH:18]([CH3:23])[CH2:19][CH2:20][C:21]=3[N:5]=2)[CH:7]=1. The yield is 0.350. (5) The reactants are [CH3:1][O:2][C:3]1[C:8]2[CH:9]([NH:12][C:13]3[O:14][CH2:15][C:16]4[CH:22]=[C:21]([NH2:23])[CH:20]=[CH:19][C:17]=4[N:18]=3)[CH2:10][O:11][C:7]=2[CH:6]=[CH:5][CH:4]=1.[CH:24]1([S:27](Cl)(=[O:29])=[O:28])[CH2:26][CH2:25]1. No catalyst specified. The product is [CH3:1][O:2][C:3]1[C:8]2[CH:9]([NH:12][C:13]3[O:14][CH2:15][C:16]4[CH:22]=[C:21]([NH:23][S:27]([CH:24]5[CH2:26][CH2:25]5)(=[O:29])=[O:28])[CH:20]=[CH:19][C:17]=4[N:18]=3)[CH2:10][O:11][C:7]=2[CH:6]=[CH:5][CH:4]=1. The yield is 0.430. (6) The reactants are [Br:1][C:2]1[CH:7]=[CH:6][C:5]([S:8]([CH3:11])(=[O:10])=[O:9])=[CH:4][C:3]=1F.[CH3:13][O-:14].[Na+]. The catalyst is CO. The product is [Br:1][C:2]1[CH:7]=[CH:6][C:5]([S:8]([CH3:11])(=[O:10])=[O:9])=[CH:4][C:3]=1[O:14][CH3:13]. The yield is 0.530.